This data is from Reaction yield outcomes from USPTO patents with 853,638 reactions. The task is: Predict the reaction yield, written as a fraction of the theoretical maximum amount of product (1.0 means a 100% yield; for example, 0.34 means a 34% yield). (1) The reactants are CC1N=C(N2C(=O)N(CC3C=CC(C(F)(F)F)=CC=3)N=C2)SC=1C(O)=O.[CH3:27][C:28]1[N:29]=[C:30]([N:36]2[C:40](=[O:41])[N:39]([CH2:42][CH2:43][CH2:44][C:45]([F:48])([F:47])[F:46])[N:38]=[CH:37]2)[S:31][C:32]=1[C:33]([OH:35])=O.[N:49]1[CH:54]=[CH:53][CH:52]=[C:51]([CH2:55][NH2:56])[CH:50]=1. No catalyst specified. The product is [CH3:27][C:28]1[N:29]=[C:30]([N:36]2[C:40](=[O:41])[N:39]([CH2:42][CH2:43][CH2:44][C:45]([F:48])([F:47])[F:46])[N:38]=[CH:37]2)[S:31][C:32]=1[C:33]([NH:56][CH2:55][C:51]1[CH:50]=[N:49][CH:54]=[CH:53][CH:52]=1)=[O:35]. The yield is 0.350. (2) The reactants are [F:1][C:2]([F:7])([F:6])[C:3]([OH:5])=[O:4].[CH3:8][C:9]1[CH:14]=[C:13]([S:15]([CH3:18])(=[O:17])=[O:16])[CH:12]=[CH:11][C:10]=1[C:19]1[CH:24]=[CH:23][C:22]([O:25][CH2:26][CH:27]2[CH2:32][CH2:31][NH:30][CH2:29][CH2:28]2)=[CH:21][N:20]=1.Cl[C:34]([O:36][CH:37]([CH3:39])[CH3:38])=[O:35].C(N(CC)CC)C. The catalyst is C(Cl)Cl. The product is [C:3]([OH:5])([C:2]([F:7])([F:6])[F:1])=[O:4].[C:34](=[O:35])([O-:16])[O-:36].[CH3:8][C:9]1[CH:14]=[C:13]([S:15]([CH3:18])(=[O:17])=[O:16])[CH:12]=[CH:11][C:10]=1[C:19]1[N:20]=[CH:21][C:22]([O:25][CH2:26][CH:27]2[CH2:32][CH2:31][N:30]([C:34]([O:36][CH:37]([CH3:39])[CH3:38])=[O:35])[CH2:29][CH2:28]2)=[CH:23][CH:24]=1. The yield is 0.000500. (3) The reactants are [Cl-].O[NH3+:3].[C:4](=[O:7])([O-])[OH:5].[Na+].CS(C)=O.[OH:13][CH:14]([CH3:53])[C:15]([CH3:52])([CH3:51])[O:16][C:17]1[CH:22]=[CH:21][C:20]([N:23]2[C:28](=[O:29])[C:27]([CH2:30][C:31]3[CH:36]=[CH:35][C:34]([C:37]4[C:38]([C:43]#[N:44])=[CH:39][CH:40]=[CH:41][CH:42]=4)=[CH:33][CH:32]=3)=[C:26]([CH2:45][CH2:46][CH3:47])[N:25]3[N:48]=[CH:49][N:50]=[C:24]23)=[CH:19][CH:18]=1. The catalyst is C(OCC)(=O)C. The product is [OH:13][CH:14]([CH3:53])[C:15]([CH3:51])([CH3:52])[O:16][C:17]1[CH:22]=[CH:21][C:20]([N:23]2[C:28](=[O:29])[C:27]([CH2:30][C:31]3[CH:36]=[CH:35][C:34]([C:37]4[CH:42]=[CH:41][CH:40]=[CH:39][C:38]=4[C:43]4[NH:3][C:4](=[O:7])[O:5][N:44]=4)=[CH:33][CH:32]=3)=[C:26]([CH2:45][CH2:46][CH3:47])[N:25]3[N:48]=[CH:49][N:50]=[C:24]23)=[CH:19][CH:18]=1. The yield is 0.430.